From a dataset of Full USPTO retrosynthesis dataset with 1.9M reactions from patents (1976-2016). Predict the reactants needed to synthesize the given product. The reactants are: [CH3:1][N:2]1[N:18]=[CH:17][C:16]2[NH:15][C:14](=[O:19])[C@H:13]([CH3:20])[CH2:12][CH2:11][CH2:10][C@H:9]([NH:21]C(=O)OC(C)(C)C)[C:8]3[CH:29]=[C:4]([CH:5]=[CH:6][N:7]=3)[C:3]1=2.[ClH:30].O1CCOCC1. Given the product [ClH:30].[ClH:30].[NH2:21][C@@H:9]1[C:8]2[CH:29]=[C:4]([CH:5]=[CH:6][N:7]=2)[C:3]2[N:2]([CH3:1])[N:18]=[CH:17][C:16]=2[NH:15][C:14](=[O:19])[C@H:13]([CH3:20])[CH2:12][CH2:11][CH2:10]1, predict the reactants needed to synthesize it.